From a dataset of NCI-60 drug combinations with 297,098 pairs across 59 cell lines. Regression. Given two drug SMILES strings and cell line genomic features, predict the synergy score measuring deviation from expected non-interaction effect. Drug 1: CC1=C2C(C(=O)C3(C(CC4C(C3C(C(C2(C)C)(CC1OC(=O)C(C(C5=CC=CC=C5)NC(=O)OC(C)(C)C)O)O)OC(=O)C6=CC=CC=C6)(CO4)OC(=O)C)OC)C)OC. Drug 2: C1C(C(OC1N2C=C(C(=O)NC2=O)F)CO)O. Cell line: K-562. Synergy scores: CSS=45.5, Synergy_ZIP=-4.18, Synergy_Bliss=-7.95, Synergy_Loewe=-12.7, Synergy_HSA=-2.70.